From a dataset of TCR-epitope binding with 47,182 pairs between 192 epitopes and 23,139 TCRs. Binary Classification. Given a T-cell receptor sequence (or CDR3 region) and an epitope sequence, predict whether binding occurs between them. (1) The TCR CDR3 sequence is CASSLGSEANEAFF. The epitope is LLMPILTLT. Result: 0 (the TCR does not bind to the epitope). (2) The epitope is RLQSLQTYV. The TCR CDR3 sequence is CASRPGPVKNTGELFF. Result: 0 (the TCR does not bind to the epitope). (3) The epitope is GILGFVFTL. The TCR CDR3 sequence is CASSSRLSDFGTDTQYF. Result: 1 (the TCR binds to the epitope). (4) The epitope is VTEHDTLLY. The TCR CDR3 sequence is CASSQDTGLGVGAYEQYF. Result: 1 (the TCR binds to the epitope). (5) The epitope is IVTDFSVIK. The TCR CDR3 sequence is CASSIDRGGNTEAFF. Result: 1 (the TCR binds to the epitope). (6) The epitope is LPAADLDDF. The TCR CDR3 sequence is CASRLGRDRGHLGNQPQHF. Result: 0 (the TCR does not bind to the epitope). (7) The epitope is TFYLTNDVSFL. The TCR CDR3 sequence is CASLPQGSYEQYF. Result: 0 (the TCR does not bind to the epitope). (8) The epitope is KPLEFGATSAAL. The TCR CDR3 sequence is CASSLAGFAYEQYF. Result: 1 (the TCR binds to the epitope). (9) The epitope is SLVKPSFYV. The TCR CDR3 sequence is CASTTTGGETQYF. Result: 0 (the TCR does not bind to the epitope).